Dataset: Peptide-MHC class II binding affinity with 134,281 pairs from IEDB. Task: Regression. Given a peptide amino acid sequence and an MHC pseudo amino acid sequence, predict their binding affinity value. This is MHC class II binding data. (1) The peptide sequence is LDGNLLSSNDLAKYK. The MHC is HLA-DQA10501-DQB10301 with pseudo-sequence HLA-DQA10501-DQB10301. The binding affinity (normalized) is 0.159. (2) The peptide sequence is AVFEAALTKAITA. The MHC is DRB1_0401 with pseudo-sequence DRB1_0401. The binding affinity (normalized) is 0. (3) The peptide sequence is PTLLFLKVPAQNAIST. The MHC is DRB1_1302 with pseudo-sequence DRB1_1302. The binding affinity (normalized) is 0.332. (4) The peptide sequence is KLCLMKAQPTSWPLQ. The MHC is DRB5_0101 with pseudo-sequence DRB5_0101. The binding affinity (normalized) is 0.627. (5) The peptide sequence is ARTISEAGQAMASTE. The MHC is HLA-DQA10101-DQB10501 with pseudo-sequence HLA-DQA10101-DQB10501. The binding affinity (normalized) is 0.163. (6) The peptide sequence is TPAAPAGAEPAGKAT. The MHC is DRB3_0202 with pseudo-sequence DRB3_0202. The binding affinity (normalized) is 0.